From a dataset of NCI-60 drug combinations with 297,098 pairs across 59 cell lines. Regression. Given two drug SMILES strings and cell line genomic features, predict the synergy score measuring deviation from expected non-interaction effect. (1) Drug 1: COC1=C(C=C2C(=C1)N=CN=C2NC3=CC(=C(C=C3)F)Cl)OCCCN4CCOCC4. Drug 2: CC1C(C(CC(O1)OC2CC(CC3=C2C(=C4C(=C3O)C(=O)C5=C(C4=O)C(=CC=C5)OC)O)(C(=O)CO)O)N)O.Cl. Cell line: NCIH23. Synergy scores: CSS=43.8, Synergy_ZIP=-0.191, Synergy_Bliss=0.501, Synergy_Loewe=-12.9, Synergy_HSA=1.44. (2) Drug 1: CC1=C(C=C(C=C1)NC2=NC=CC(=N2)N(C)C3=CC4=NN(C(=C4C=C3)C)C)S(=O)(=O)N.Cl. Drug 2: C1=CC(=CC=C1C#N)C(C2=CC=C(C=C2)C#N)N3C=NC=N3. Cell line: RXF 393. Synergy scores: CSS=5.63, Synergy_ZIP=-2.81, Synergy_Bliss=-1.02, Synergy_Loewe=1.38, Synergy_HSA=1.38. (3) Drug 1: CS(=O)(=O)CCNCC1=CC=C(O1)C2=CC3=C(C=C2)N=CN=C3NC4=CC(=C(C=C4)OCC5=CC(=CC=C5)F)Cl. Drug 2: C1=CN(C=N1)CC(O)(P(=O)(O)O)P(=O)(O)O. Cell line: IGROV1. Synergy scores: CSS=6.27, Synergy_ZIP=-5.27, Synergy_Bliss=2.11, Synergy_Loewe=-9.76, Synergy_HSA=-1.10. (4) Drug 1: CC1=C2C(C(=O)C3(C(CC4C(C3C(C(C2(C)C)(CC1OC(=O)C(C(C5=CC=CC=C5)NC(=O)OC(C)(C)C)O)O)OC(=O)C6=CC=CC=C6)(CO4)OC(=O)C)OC)C)OC. Drug 2: C1CCC(CC1)NC(=O)N(CCCl)N=O. Cell line: UO-31. Synergy scores: CSS=52.1, Synergy_ZIP=3.51, Synergy_Bliss=5.47, Synergy_Loewe=-3.76, Synergy_HSA=8.39.